This data is from Forward reaction prediction with 1.9M reactions from USPTO patents (1976-2016). The task is: Predict the product of the given reaction. (1) Given the reactants [OH:1][C:2]1[CH:3]=[C:4]([CH2:8][C:9]([OH:11])=[O:10])[CH:5]=[CH:6][CH:7]=1.[H-].[Na+].[CH2:14](Br)[CH:15]=[CH2:16], predict the reaction product. The product is: [CH2:16]([O:1][C:2]1[CH:3]=[C:4]([CH2:8][C:9]([OH:11])=[O:10])[CH:5]=[CH:6][CH:7]=1)[CH:15]=[CH2:14]. (2) Given the reactants [CH2:1]([C:8]1[CH:9]=[N:10][C:11]2[C:16]([C:17]=1[C:18]1[CH:19]=[C:20]([OH:24])[CH:21]=[CH:22][CH:23]=1)=[CH:15][CH:14]=[CH:13][C:12]=2[C:25]([F:28])([F:27])[F:26])[C:2]1[CH:7]=[CH:6][CH:5]=[CH:4][CH:3]=1.C[O:30][C:31](=[O:43])[C:32]([C:35]1[CH:40]=[CH:39][C:38]([CH2:41]Br)=[CH:37][CH:36]=1)([CH3:34])[CH3:33], predict the reaction product. The product is: [CH2:1]([C:8]1[CH:9]=[N:10][C:11]2[C:16]([C:17]=1[C:18]1[CH:19]=[C:20]([CH:21]=[CH:22][CH:23]=1)[O:24][CH2:41][C:38]1[CH:37]=[CH:36][C:35]([C:32]([CH3:34])([CH3:33])[C:31]([OH:43])=[O:30])=[CH:40][CH:39]=1)=[CH:15][CH:14]=[CH:13][C:12]=2[C:25]([F:28])([F:26])[F:27])[C:2]1[CH:3]=[CH:4][CH:5]=[CH:6][CH:7]=1. (3) Given the reactants [CH3:1][CH:2]([OH:21])[CH2:3][C:4]1[N:5]([CH2:17][CH:18]([CH3:20])[CH3:19])[C:6]2[C:15]3[CH:14]=[CH:13][CH:12]=[CH:11][C:10]=3[N:9]=[CH:8][C:7]=2[N:16]=1.[H-].[Na+].[CH3:24]I, predict the reaction product. The product is: [CH3:24][O:21][CH:2]([CH3:1])[CH2:3][C:4]1[N:5]([CH2:17][CH:18]([CH3:20])[CH3:19])[C:6]2[C:15]3[CH:14]=[CH:13][CH:12]=[CH:11][C:10]=3[N:9]=[CH:8][C:7]=2[N:16]=1. (4) Given the reactants [OH:1][C:2]1[CH:7]=[CH:6][C:5]([C:8]2[N:13]=[C:12]([NH:14][C:15]3[CH:16]=[C:17]([CH:21]=[CH:22][CH:23]=3)[C:18]([OH:20])=O)[CH:11]=[N:10][CH:9]=2)=[CH:4][CH:3]=1.[CH2:24]([N:26]([CH2:29][CH3:30])[CH2:27][CH3:28])[CH3:25].C[N:32](C(ON1N=NC2C=CC=CC1=2)=[N+](C)C)C.[B-](F)(F)(F)F, predict the reaction product. The product is: [CH2:24]([N:26]([CH2:29][CH3:30])[CH2:27][CH2:28][NH:32][C:18](=[O:20])[C:17]1[CH:21]=[CH:22][CH:23]=[C:15]([NH:14][C:12]2[CH:11]=[N:10][CH:9]=[C:8]([C:5]3[CH:6]=[CH:7][C:2]([OH:1])=[CH:3][CH:4]=3)[N:13]=2)[CH:16]=1)[CH3:25]. (5) Given the reactants [CH3:1][Si:2]([C:5]#[CH:6])([CH3:4])[CH3:3].[Li]CCCC.[F:12][CH2:13][C:14](OCC)=[O:15].B(F)(F)F.[Cl-].[NH4+], predict the reaction product. The product is: [F:12][CH2:13][C:14](=[O:15])[C:6]#[C:5][Si:2]([CH3:4])([CH3:3])[CH3:1]. (6) Given the reactants [CH3:1][C:2]1[N:3]([CH2:7][C:8]2[NH:13][N:12]=[CH:11][C:10](=O)[CH:9]=2)[CH:4]=[CH:5][N:6]=1.P(Cl)(Cl)([Cl:17])=O, predict the reaction product. The product is: [Cl:17][C:10]1[CH:9]=[C:8]([CH2:7][N:3]2[CH:4]=[CH:5][N:6]=[C:2]2[CH3:1])[N:13]=[N:12][CH:11]=1.